This data is from Full USPTO retrosynthesis dataset with 1.9M reactions from patents (1976-2016). The task is: Predict the reactants needed to synthesize the given product. (1) Given the product [CH3:3][C:4]1[CH:9]=[CH:8][C:7]([C:10](=[O:12])[CH2:11][C:17](=[O:16])[CH2:18][CH3:19])=[CH:6][CH:5]=1, predict the reactants needed to synthesize it. The reactants are: [H-].[Na+].[CH3:3][C:4]1[CH:9]=[CH:8][C:7]([C:10](=[O:12])[CH3:11])=[CH:6][CH:5]=1.O.C([O:16][C:17](=O)[CH2:18][CH3:19])C. (2) Given the product [Cl:1][C:2]1[N:7]=[C:6]([C:20]2[CH:19]=[N:18][N:17]([CH:13]([CH:9]3[CH2:12][CH2:11][CH2:10]3)[CH2:14][C:15]#[N:16])[CH:21]=2)[CH:5]=[CH:4][N:3]=1, predict the reactants needed to synthesize it. The reactants are: [Cl:1][C:2]1[N:7]=[C:6](Cl)[CH:5]=[CH:4][N:3]=1.[CH:9]1([CH:13]([N:17]2[CH:21]=[C:20](B3OC(C)(C)C(C)(C)O3)[CH:19]=[N:18]2)[CH2:14][C:15]#[N:16])[CH2:12][CH2:11][CH2:10]1.P([O-])([O-])([O-])=O.[K+].[K+].[K+]. (3) Given the product [NH2:18][C:19]1([C:20]([OH:22])=[O:2])[CH2:27][CH2:26][N:25]([C:28]([O:30][C:31]([CH3:34])([CH3:33])[CH3:32])=[O:29])[CH2:24][CH2:23]1, predict the reactants needed to synthesize it. The reactants are: C(OC(OC(C)(C)C)=O)(OC(C)(C)C)=[O:2].O=C1N[C:20](=[O:22])[C:19]2([CH2:27][CH2:26][N:25]([C:28]([O:30][C:31]([CH3:34])([CH3:33])[CH3:32])=[O:29])[CH2:24][CH2:23]2)[NH:18]1.C(N(CC)CC)C. (4) Given the product [F:1][C:2]1[CH:9]=[CH:8][CH:7]=[C:6]([F:10])[C:3]=1[CH2:4][NH:30][CH2:29][C:26]1[CH:27]=[CH:28][C:23]([CH2:22][N:21]([CH2:20][C:12]2[NH:11][C:15]3[CH:16]=[CH:17][CH:18]=[CH:19][C:14]=3[N:13]=2)[CH:31]2[C:40]3[N:39]=[CH:38][CH:37]=[CH:36][C:35]=3[CH2:34][CH2:33][CH2:32]2)=[CH:24][CH:25]=1, predict the reactants needed to synthesize it. The reactants are: [F:1][C:2]1[CH:9]=[CH:8][CH:7]=[C:6]([F:10])[C:3]=1[CH:4]=O.[NH:11]1[C:15]2[CH:16]=[CH:17][CH:18]=[CH:19][C:14]=2[N:13]=[C:12]1[CH2:20][N:21]([CH:31]1[C:40]2[N:39]=[CH:38][CH:37]=[CH:36][C:35]=2[CH2:34][CH2:33][CH2:32]1)[CH2:22][C:23]1[CH:28]=[CH:27][C:26]([CH2:29][NH2:30])=[CH:25][CH:24]=1.[BH4-].[Na+]. (5) Given the product [CH3:30][S:31]([NH:34][C:35]1[CH:36]=[C:37]([C:53]([NH2:2])=[O:55])[C:38]2[CH2:39][CH2:40][N:41]([CH:46]([CH2:50][CH2:51][CH3:52])[CH2:47][CH2:48][CH3:49])[C:42](=[O:45])[C:43]=2[CH:44]=1)(=[O:32])=[O:33], predict the reactants needed to synthesize it. The reactants are: Cl.[NH2:2][C@@H](CC1C=C(F)C=C(F)C=1)[C@H](O)CNC1(C2C=CC=C(C(F)(F)F)C=2)CC1.[CH3:30][S:31]([NH:34][C:35]1[CH:36]=[C:37]([C:53]([OH:55])=O)[C:38]2[CH2:39][CH2:40][N:41]([CH:46]([CH2:50][CH2:51][CH3:52])[CH2:47][CH2:48][CH3:49])[C:42](=[O:45])[C:43]=2[CH:44]=1)(=[O:33])=[O:32].ON1C2N=CC=CC=2N=N1.Cl.CN(C)CCCN=C=NCC. (6) Given the product [Cl:13][C:9]1[CH:10]=[C:11]2[C:6](=[C:7]([O:14][CH3:15])[CH:8]=1)[NH:5][C:4](=[O:16])[C:3]([CH2:2][NH:17][C:18]1[CH:25]=[CH:24][C:21]([C:22]#[N:23])=[C:20]([O:26][CH3:27])[CH:19]=1)=[CH:12]2, predict the reactants needed to synthesize it. The reactants are: Br[CH2:2][C:3]1[C:4](=[O:16])[NH:5][C:6]2[C:11]([CH:12]=1)=[CH:10][C:9]([Cl:13])=[CH:8][C:7]=2[O:14][CH3:15].[NH2:17][C:18]1[CH:25]=[CH:24][C:21]([C:22]#[N:23])=[C:20]([O:26][CH3:27])[CH:19]=1.C([O-])([O-])=O.[K+].[K+]. (7) Given the product [OH:32][C@@H:29]([CH2:30][OH:31])[CH2:28][NH:27][C:22]([C:21]1[CH:20]=[N:19][N:16]2[CH:17]=[CH:18][C:13]([N:9]3[CH2:10][CH2:11][CH2:12][C@@H:8]3[C:6]3[CH:7]=[C:2]([F:1])[CH:3]=[CH:4][C:5]=3[O:25][CH3:26])=[N:14][C:15]=12)=[O:24], predict the reactants needed to synthesize it. The reactants are: [F:1][C:2]1[CH:3]=[CH:4][C:5]([O:25][CH3:26])=[C:6]([C@H:8]2[CH2:12][CH2:11][CH2:10][N:9]2[C:13]2[CH:18]=[CH:17][N:16]3[N:19]=[CH:20][C:21]([C:22]([OH:24])=O)=[C:15]3[N:14]=2)[CH:7]=1.[NH2:27][CH2:28][C@@H:29]([OH:32])[CH2:30][OH:31].